From a dataset of Peptide-MHC class II binding affinity with 134,281 pairs from IEDB. Regression. Given a peptide amino acid sequence and an MHC pseudo amino acid sequence, predict their binding affinity value. This is MHC class II binding data. (1) The peptide sequence is AAATAGTTVYLAFAA. The binding affinity (normalized) is 0.318. The MHC is HLA-DPA10103-DPB10401 with pseudo-sequence HLA-DPA10103-DPB10401. (2) The peptide sequence is YHFDLSGHAFGAMAK. The MHC is DRB1_0301 with pseudo-sequence DRB1_0301. The binding affinity (normalized) is 0.